From a dataset of Forward reaction prediction with 1.9M reactions from USPTO patents (1976-2016). Predict the product of the given reaction. (1) Given the reactants Cl[C:2]1[C:11]2[C:6](=[CH:7][CH:8]=[C:9]([Cl:12])[N:10]=2)[N:5]=[CH:4][C:3]=1[C:13](=[O:15])[CH3:14].[CH3:16][N:17]1[CH2:22][CH2:21][N:20]([CH2:23][C:24]2[CH:30]=[CH:29][C:27]([NH2:28])=[CH:26][CH:25]=2)[CH2:19][CH2:18]1, predict the reaction product. The product is: [Cl:12][C:9]1[N:10]=[C:11]2[C:6](=[CH:7][CH:8]=1)[N:5]=[CH:4][C:3]([C:13](=[O:15])[CH3:14])=[C:2]2[NH:28][C:27]1[CH:26]=[CH:25][C:24]([CH2:23][N:20]2[CH2:19][CH2:18][N:17]([CH3:16])[CH2:22][CH2:21]2)=[CH:30][CH:29]=1. (2) Given the reactants O1CCCCC1[O:7][CH2:8][CH2:9][O:10][C:11]1[C:12]([CH2:17][O:18][CH2:19][CH2:20][N:21]([CH3:23])[CH3:22])=[N:13][CH:14]=[CH:15][CH:16]=1, predict the reaction product. The product is: [CH3:22][N:21]([CH3:23])[CH2:20][CH2:19][O:18][CH2:17][C:12]1[C:11]([O:10][CH2:9][CH2:8][OH:7])=[CH:16][CH:15]=[CH:14][N:13]=1. (3) Given the reactants [Br:1][C:2]1[CH:7]=[N:6][C:5]([C:8]#[C:9][CH2:10][CH2:11][N:12]2[CH:16]=[CH:15][N:14]=[N:13]2)=[CH:4][N:3]=1, predict the reaction product. The product is: [Br:1][C:2]1[CH:7]=[N:6][C:5]([CH:8]=[CH:9][CH2:10][CH2:11][N:12]2[CH:16]=[CH:15][N:14]=[N:13]2)=[CH:4][N:3]=1.